From a dataset of Reaction yield outcomes from USPTO patents with 853,638 reactions. Predict the reaction yield, written as a fraction of the theoretical maximum amount of product (1.0 means a 100% yield; for example, 0.34 means a 34% yield). (1) The reactants are [F:1][C:2]([F:17])([F:16])[C:3]1[CH:11]=[C:10]([C:12]([F:15])([F:14])[F:13])[CH:9]=[CH:8][C:4]=1[C:5]([OH:7])=O.[NH2:18][C@H:19]1[CH2:24][C:23]2[C:25]([N:29]3[CH2:34][CH2:33][N:32]([CH3:35])[CH2:31][CH2:30]3)=[CH:26][CH:27]=[CH:28][C:22]=2[O:21][CH2:20]1.C(N(CC)CC)C. The catalyst is S(Cl)(Cl)=O.C(Cl)Cl. The product is [CH3:35][N:32]1[CH2:33][CH2:34][N:29]([C:25]2[C:23]3[CH2:24][C@H:19]([NH:18][C:5](=[O:7])[C:4]4[CH:8]=[CH:9][C:10]([C:12]([F:15])([F:14])[F:13])=[CH:11][C:3]=4[C:2]([F:1])([F:17])[F:16])[CH2:20][O:21][C:22]=3[CH:28]=[CH:27][CH:26]=2)[CH2:30][CH2:31]1. The yield is 0.300. (2) The reactants are [NH2:1][OH:2].Cl.[O:4]1[C:8]2[CH:9]=[CH:10][C:11]([C:13](=O)[CH3:14])=[CH:12][C:7]=2[CH2:6][CH2:5]1.N1C=CC=CC=1. The catalyst is CO. The product is [O:4]1[C:8]2[CH:9]=[CH:10][C:11]([C:13](=[N:1][OH:2])[CH3:14])=[CH:12][C:7]=2[CH2:6][CH2:5]1. The yield is 0.990. (3) The reactants are S(O)(O)(=O)=O.[NH2:6][NH2:7].[Br:8][C:9]1[C:10](O[C:13](=[O:15])[CH:14]=1)=[O:11]. The catalyst is O. The product is [Br:8][C:9]1[C:10](=[O:11])[NH:6][NH:7][C:13](=[O:15])[CH:14]=1. The yield is 0.870. (4) The reactants are Cl.[CH2:2]([O:9][C:10]1[CH:15]=[CH:14][C:13]([C@@H:16]2[CH2:18][C@H:17]2[NH:19][CH2:20][C:21]2[O:25][C:24]([NH:26]C(=O)OC(C)(C)C)=[N:23][N:22]=2)=[CH:12][CH:11]=1)[C:3]1[CH:8]=[CH:7][CH:6]=[CH:5][CH:4]=1. The catalyst is O1CCOCC1. The product is [CH2:2]([O:9][C:10]1[CH:11]=[CH:12][C:13]([C@@H:16]2[CH2:18][C@H:17]2[NH:19][CH2:20][C:21]2[O:25][C:24]([NH2:26])=[N:23][N:22]=2)=[CH:14][CH:15]=1)[C:3]1[CH:8]=[CH:7][CH:6]=[CH:5][CH:4]=1. The yield is 0.520.